The task is: Predict the reactants needed to synthesize the given product.. This data is from Full USPTO retrosynthesis dataset with 1.9M reactions from patents (1976-2016). (1) Given the product [Cl:1][C:2]1[C:3]2[C:10]([Cl:18])=[CH:9][NH:8][C:4]=2[N:5]=[CH:6][N:7]=1, predict the reactants needed to synthesize it. The reactants are: [Cl:1][C:2]1[C:3]2[CH:10]=[CH:9][NH:8][C:4]=2[N:5]=[CH:6][N:7]=1.C1C(=O)N([Cl:18])C(=O)C1. (2) Given the product [NH2:16][C:15]1[NH:2][CH:3]=[C:4]([C:5]2[C:13]3[C:8](=[CH:9][CH:10]=[CH:11][CH:12]=3)[NH:7][CH:6]=2)[N:14]=1, predict the reactants needed to synthesize it. The reactants are: O=[N:2][CH2:3][CH2:4][C:5]1[C:13]2[C:8](=[CH:9][CH:10]=[CH:11][CH:12]=2)[NH:7][CH:6]=1.[N:14]#[C:15][NH2:16]. (3) The reactants are: CN(C(ON1N=NC2C=CC=NC1=2)=[N+](C)C)C.F[P-](F)(F)(F)(F)F.C(N(CC)C(C)C)(C)C.[CH2:34]([O:41][C:42]([NH:44][CH2:45][CH2:46][CH2:47][C@@H:48]([C:57]([OH:59])=O)[NH:49][C:50]([O:52][C:53]([CH3:56])([CH3:55])[CH3:54])=[O:51])=[O:43])[C:35]1[CH:40]=[CH:39][CH:38]=[CH:37][CH:36]=1.[NH2:60][CH2:61][CH:62]([OH:65])[CH2:63][OH:64]. Given the product [CH2:34]([O:41][C:42](=[O:43])[NH:44][CH2:45][CH2:46][CH2:47][C@H:48]([NH:49][C:50]([O:52][C:53]([CH3:54])([CH3:55])[CH3:56])=[O:51])[C:57]([NH:60][CH2:61][CH:62]([OH:65])[CH2:63][OH:64])=[O:59])[C:35]1[CH:36]=[CH:37][CH:38]=[CH:39][CH:40]=1, predict the reactants needed to synthesize it. (4) Given the product [NH2:22][C@:13]([C:11]1[O:12][C:8]([C:7]2[CH:6]=[C:5]([N:30]([CH2:36][CH2:37][O:38][CH3:39])[CH2:31][C@@H:32]3[CH2:34][C@H:33]3[CH3:35])[N:4]=[C:3]([N:40]([CH2:41][C:42]3[CH:47]=[CH:46][CH:45]=[CH:44][N:43]=3)[S:48]([CH3:51])(=[O:50])=[O:49])[C:2]=2[Cl:1])=[N:9][N:10]=1)([CH3:21])[CH2:14][C:15]1[CH:16]=[CH:17][CH:18]=[CH:19][CH:20]=1, predict the reactants needed to synthesize it. The reactants are: [Cl:1][C:2]1[C:3]([N:40]([S:48]([CH3:51])(=[O:50])=[O:49])[CH2:41][C:42]2[CH:47]=[CH:46][CH:45]=[CH:44][N:43]=2)=[N:4][C:5]([N:30]([CH2:36][CH2:37][O:38][CH3:39])[CH2:31][C@@H:32]2[CH2:34][C@H:33]2[CH3:35])=[CH:6][C:7]=1[C:8]1[O:12][C:11]([C@@:13]([NH:22]C(=O)OC(C)(C)C)([CH3:21])[CH2:14][C:15]2[CH:20]=[CH:19][CH:18]=[CH:17][CH:16]=2)=[N:10][N:9]=1.C(O)(C(F)(F)F)=O. (5) Given the product [CH3:29][O:28][C:25]1[CH:26]=[C:27]2[C:22](=[CH:23][C:24]=1[O:30][CH3:31])[N:21]=[CH:20][CH:19]=[C:18]2[O:17][C:16]1[C:7]([CH2:5][CH2:4][CH:3]([CH3:32])[CH3:2])=[N:8][C:9]2[C:14]([CH:15]=1)=[CH:13][CH:12]=[CH:11][CH:10]=2, predict the reactants needed to synthesize it. The reactants are: Cl[C:2]1S[C:5]([C:7]2[C:16]([O:17][C:18]3[C:27]4[C:22](=[CH:23][C:24]([O:30][CH3:31])=[C:25]([O:28][CH3:29])[CH:26]=4)[N:21]=[CH:20][CH:19]=3)=[CH:15][C:14]3[C:9](=[CH:10][CH:11]=[CH:12][CH:13]=3)[N:8]=2)=[CH:4][C:3]=1[CH3:32].